Dataset: Full USPTO retrosynthesis dataset with 1.9M reactions from patents (1976-2016). Task: Predict the reactants needed to synthesize the given product. (1) Given the product [N+:2]([C:5]1[CH:13]=[CH:12][C:36]([CH2:35][O:37]/[N:14]=[C:28]2\[CH2:27][CH2:26][CH2:25][C:24]3[C:29]\2=[CH:30][C:31]([O:32][CH3:33])=[C:22]([O:21][CH3:20])[CH:23]=3)=[CH:7][CH:6]=1)([O-:4])=[O:3], predict the reactants needed to synthesize it. The reactants are: Cl.[N+:2]([C:5]1[CH:13]=[CH:12]C(CNO)=[CH:7][CH:6]=1)([O-:4])=[O:3].[N:14]1C=CC=CC=1.[CH3:20][O:21][C:22]1[CH:23]=[C:24]2[C:29](=[CH:30][C:31]=1[O:32][CH3:33])[C:28](=O)[CH2:27][CH2:26][CH2:25]2.[CH2:35]([OH:37])[CH3:36]. (2) Given the product [ClH:16].[NH2:12][C@@H:8]([CH2:7][C:6]1[CH:5]=[CH:4][C:3]([N:13]([CH2:14][CH2:15][Cl:16])[CH2:17][CH2:18][Cl:19])=[CH:2][CH:1]=1)[C:9]([OH:11])=[O:10], predict the reactants needed to synthesize it. The reactants are: [CH:1]1[C:6]([CH2:7][C@H:8]([NH2:12])[C:9]([OH:11])=[O:10])=[CH:5][CH:4]=[C:3]([N:13]([CH2:17][CH2:18][Cl:19])[CH2:14][CH2:15][Cl:16])[CH:2]=1.C. (3) Given the product [P:3]([O-:7])([O-:6])([O-:5])=[O:4].[Zn+2:2].[P:3]([O-:7])([O-:6])([O-:5])=[O:4].[Zn+2:2].[Zn+2:2], predict the reactants needed to synthesize it. The reactants are: [O-2].[Zn+2:2].[P:3](=[O:7])([OH:6])([OH:5])[OH:4].